Dataset: Reaction yield outcomes from USPTO patents with 853,638 reactions. Task: Predict the reaction yield, written as a fraction of the theoretical maximum amount of product (1.0 means a 100% yield; for example, 0.34 means a 34% yield). (1) The reactants are [Br:1][C:2]1[CH:7]=[CH:6][C:5]([C@H:8](O)[CH2:9][CH2:10][C@H:11]([C:13]2[CH:18]=[CH:17][C:16]([Br:19])=[CH:15][CH:14]=2)O)=[CH:4][CH:3]=1.[F:21][C:22]([F:31])([F:30])[C:23]1[N:28]=[CH:27][C:26]([NH2:29])=[CH:25][CH:24]=1. No catalyst specified. The product is [Br:1][C:2]1[CH:7]=[CH:6][C:5]([C@@H:8]2[CH2:9][CH2:10][C@@H:11]([C:13]3[CH:18]=[CH:17][C:16]([Br:19])=[CH:15][CH:14]=3)[N:29]2[C:26]2[CH:25]=[CH:24][C:23]([C:22]([F:31])([F:21])[F:30])=[N:28][CH:27]=2)=[CH:4][CH:3]=1. The yield is 0.100. (2) The reactants are [Cl:1][C:2]1[C:11]2[C:6](=[CH:7][C:8]([O:14][CH2:15][CH:16]3[CH2:21][CH2:20][N:19]([CH3:22])[CH2:18][CH2:17]3)=[C:9]([O:12][CH3:13])[CH:10]=2)[N:5]=[CH:4][N:3]=1.[Br:23][C:24]1[CH:30]=[CH:29][C:27]([NH2:28])=[C:26]([F:31])[CH:25]=1.Cl. The catalyst is C(O)(C)C. The product is [ClH:1].[Br:23][C:24]1[CH:30]=[CH:29][C:27]([NH:28][C:2]2[C:11]3[C:6](=[CH:7][C:8]([O:14][CH2:15][CH:16]4[CH2:21][CH2:20][N:19]([CH3:22])[CH2:18][CH2:17]4)=[C:9]([O:12][CH3:13])[CH:10]=3)[N:5]=[CH:4][N:3]=2)=[C:26]([F:31])[CH:25]=1. The yield is 0.900.